This data is from Forward reaction prediction with 1.9M reactions from USPTO patents (1976-2016). The task is: Predict the product of the given reaction. (1) Given the reactants [CH3:1][N:2]1[C:14]2[CH2:13][CH2:12][CH:11]([CH:15]3[CH2:20][CH2:19][O:18][CH2:17][CH2:16]3)[CH2:10][C:9]=2[C:8]2[C:3]1=[CH:4][CH:5]=[C:6]([C:21](O)=[O:22])[CH:7]=2.Cl.[CH:25]1([NH:28][C:29]([C@H:31]2[CH2:35][CH2:34][NH:33][CH2:32]2)=[O:30])[CH2:27][CH2:26]1.CN(C(ON1N=NC2C=CC=NC1=2)=[N+](C)C)C.F[P-](F)(F)(F)(F)F.C(N(CC)C(C)C)(C)C, predict the reaction product. The product is: [CH:25]1([NH:28][C:29]([C@H:31]2[CH2:35][CH2:34][N:33]([C:21]([C:6]3[CH:7]=[C:8]4[C:3](=[CH:4][CH:5]=3)[N:2]([CH3:1])[C:14]3[CH2:13][CH2:12][CH:11]([CH:15]5[CH2:16][CH2:17][O:18][CH2:19][CH2:20]5)[CH2:10][C:9]4=3)=[O:22])[CH2:32]2)=[O:30])[CH2:27][CH2:26]1. (2) Given the reactants Cl.Cl.C(OC([N:13]1[CH2:21][C:20]2[C:15](=[CH:16][CH:17]=[C:18]([CH2:22][N:23]3[CH2:28][CH2:27][N:26]([CH3:29])[CH2:25][CH2:24]3)[CH:19]=2)[CH2:14]1)=O)C1C=CC=CC=1.[H][H], predict the reaction product. The product is: [CH3:29][N:26]1[CH2:27][CH2:28][N:23]([CH2:22][C:18]2[CH:19]=[C:20]3[C:15](=[CH:16][CH:17]=2)[CH2:14][NH:13][CH2:21]3)[CH2:24][CH2:25]1. (3) Given the reactants [CH3:1][O:2][C:3](=[O:25])[CH2:4][C:5]1[C:14]([CH3:15])=[C:13]([O:16]CC2C=CC=CC=2)[C:12]2[C:7](=[CH:8][CH:9]=[C:10]([F:24])[CH:11]=2)[CH:6]=1.[H][H], predict the reaction product. The product is: [CH3:1][O:2][C:3](=[O:25])[CH2:4][C:5]1[C:14]([CH3:15])=[C:13]([OH:16])[C:12]2[C:7](=[CH:8][CH:9]=[C:10]([F:24])[CH:11]=2)[CH:6]=1. (4) Given the reactants [CH2:1]1[O:9][C:8]2[CH:7]=[CH:6][C:5]([OH:10])=[CH:4][C:3]=2[O:2]1.F[C:12]1[CH:17]=[CH:16][CH:15]=[CH:14][C:13]=1[N+:18]([O-:20])=[O:19].[CH2:21]1[O:37][C:36]2[CH:35]=[CH:34][C:25]([O:26][C:27]3[CH:33]=[CH:32][CH:31]=[CH:30][C:28]=3[NH2:29])=[CH:24][C:23]=2[O:22]1.[NH2:38][C:39]1[S:40][CH:41]=[CH:42][N:43]=1, predict the reaction product. The product is: [CH2:1]1[O:9][C:8]2[CH:7]=[CH:6][C:5]([O:10][C:12]3[CH:17]=[CH:16][CH:15]=[CH:14][C:13]=3[N+:18]([O-:20])=[O:19])=[CH:4][C:3]=2[O:2]1.[CH2:21]1[O:37][C:36]2[CH:35]=[CH:34][C:25]([O:26][C:27]3[CH:33]=[CH:32][CH:31]=[CH:30][C:28]=3[NH:29][C:5]([NH:38][C:39]3[S:40][CH:41]=[CH:42][N:43]=3)=[O:10])=[CH:24][C:23]=2[O:22]1. (5) Given the reactants O[CH2:2][CH2:3][N:4]([CH2:9][C:10]([OH:12])=[O:11])[CH2:5][C:6]([OH:8])=[O:7].Cl.[CH3:14][CH2:15]O, predict the reaction product. The product is: [CH2:14]([O:12][C:10](=[O:11])[CH2:9][N:4]1[CH2:3][CH2:2][O:8][C:6](=[O:7])[CH2:5]1)[CH3:15]. (6) Given the reactants [CH3:1][CH:2]([CH2:19][CH3:20])[C:3]([N:5]1[CH2:10][CH2:9][CH:8]([NH:11]C(=O)OC(C)(C)C)[CH2:7][CH2:6]1)=[O:4], predict the reaction product. The product is: [NH2:11][CH:8]1[CH2:9][CH2:10][N:5]([C:3](=[O:4])[CH:2]([CH3:1])[CH2:19][CH3:20])[CH2:6][CH2:7]1. (7) Given the reactants [CH2:1]([C@H:5]1[CH2:9][C@H:8]([C:10]2[CH:15]=[CH:14][C:13]([F:16])=[CH:12][CH:11]=2)[O:7][C:6]1=[O:17])[CH2:2][CH2:3][CH3:4].[OH-:18].[K+], predict the reaction product. The product is: [F:16][C:13]1[CH:14]=[CH:15][C:10]([C@H:8]([OH:7])[CH2:9][C@H:5]([CH2:1][CH2:2][CH2:3][CH3:4])[C:6]([OH:17])=[O:18])=[CH:11][CH:12]=1. (8) Given the reactants [C:1]([C:5]1[NH:9][N:8]=[C:7]([C:10]([F:13])([F:12])[F:11])[CH:6]=1)([CH3:4])([CH3:3])[CH3:2].C([O-])([O-])=O.[K+].[K+].Cl[CH2:21][C:22]([N:24]1[CH2:29][CH2:28][N:27]([C:30]2[CH:35]=[CH:34][C:33]([F:36])=[CH:32][CH:31]=2)[CH2:26][CH2:25]1)=[O:23].CN(C=O)C, predict the reaction product. The product is: [C:1]([C:5]1[CH:6]=[C:7]([C:10]([F:12])([F:13])[F:11])[N:8]([CH2:21][C:22]([N:24]2[CH2:25][CH2:26][N:27]([C:30]3[CH:35]=[CH:34][C:33]([F:36])=[CH:32][CH:31]=3)[CH2:28][CH2:29]2)=[O:23])[N:9]=1)([CH3:4])([CH3:2])[CH3:3].